This data is from Retrosynthesis with 50K atom-mapped reactions and 10 reaction types from USPTO. The task is: Predict the reactants needed to synthesize the given product. (1) The reactants are: C[C@@H](N)c1ccccc1.Cc1ccc(C(=O)Cl)cc1Br. Given the product Cc1ccc(C(=O)N[C@H](C)c2ccccc2)cc1Br, predict the reactants needed to synthesize it. (2) Given the product C=C[C@@H](N)c1cccc(Cl)c1F, predict the reactants needed to synthesize it. The reactants are: C=C[C@@H](NC(=O)OC(C)(C)C)c1cccc(Cl)c1F. (3) The reactants are: O=C(O)CCCC[P+](c1ccccc1)(c1ccccc1)c1ccccc1.O=C1C[C@@H]2CC3(C[C@@H]2C1)OCCO3. Given the product O=C(O)CCCC=C1C[C@H]2CC3(C[C@H]2C1)OCCO3, predict the reactants needed to synthesize it. (4) The reactants are: CCOCCOc1ccc(C(=O)Nc2cc(N)ccc2C)cc1.O=C(Cl)c1ccc2ccccc2c1. Given the product CCOCCOc1ccc(C(=O)Nc2cc(NC(=O)c3ccc4ccccc4c3)ccc2C)cc1, predict the reactants needed to synthesize it.